From a dataset of NCI-60 drug combinations with 297,098 pairs across 59 cell lines. Regression. Given two drug SMILES strings and cell line genomic features, predict the synergy score measuring deviation from expected non-interaction effect. (1) Synergy scores: CSS=2.10, Synergy_ZIP=-0.737, Synergy_Bliss=-0.123, Synergy_Loewe=-1.91, Synergy_HSA=-1.21. Cell line: EKVX. Drug 1: C1CCN(CC1)CCOC2=CC=C(C=C2)C(=O)C3=C(SC4=C3C=CC(=C4)O)C5=CC=C(C=C5)O. Drug 2: C1=NC(=NC(=O)N1C2C(C(C(O2)CO)O)O)N. (2) Cell line: SF-268. Drug 1: CN(C)N=NC1=C(NC=N1)C(=O)N. Synergy scores: CSS=-4.72, Synergy_ZIP=1.69, Synergy_Bliss=2.61, Synergy_Loewe=-9.05, Synergy_HSA=-3.32. Drug 2: C1=NC(=NC(=O)N1C2C(C(C(O2)CO)O)O)N.